Dataset: Forward reaction prediction with 1.9M reactions from USPTO patents (1976-2016). Task: Predict the product of the given reaction. (1) The product is: [O:63]=[C:54]1[C:55]2[C:60](=[CH:59][CH:58]=[CH:57][CH:56]=2)[C:61](=[O:62])[N:53]1[CH2:52][C@@H:51]([NH:50][C:13]([C:10]1[S:11][CH:12]=[C:8]([C:7]2[N:3]([CH2:1][CH3:2])[N:4]=[CH:5][C:6]=2[CH3:16])[CH:9]=1)=[O:15])[CH2:64][C:65]1[CH:70]=[CH:69][CH:68]=[C:67]([F:17])[CH:66]=1. Given the reactants [CH2:1]([N:3]1[C:7]([C:8]2[CH:9]=[C:10]([C:13]([OH:15])=O)[S:11][CH:12]=2)=[C:6]([CH3:16])[CH:5]=[N:4]1)[CH3:2].[F:17][P-](F)(F)(F)(F)F.Br[P+](N1CCCC1)(N1CCCC1)N1CCCC1.CCN(C(C)C)C(C)C.[NH2:50][C@@H:51]([CH2:64][C:65]1[CH:70]=[CH:69][CH:68]=[C:67](C(F)(F)F)[CH:66]=1)[CH2:52][N:53]1[C:61](=[O:62])[C:60]2[C:55](=[CH:56][CH:57]=[CH:58][CH:59]=2)[C:54]1=[O:63], predict the reaction product. (2) Given the reactants [Br:1][C:2]1[CH:7]=[CH:6][C:5]([OH:8])=[CH:4][CH:3]=1.[H-].[Na+].CC1C=CC(S(O[C@H:22]2[CH2:25][C@@H:24]([N:26]3[CH2:31][CH2:30][CH2:29][CH2:28][CH2:27]3)[CH2:23]2)(=O)=O)=CC=1, predict the reaction product. The product is: [Br:1][C:2]1[CH:7]=[CH:6][C:5]([O:8][C@H:22]2[CH2:25][C@H:24]([N:26]3[CH2:31][CH2:30][CH2:29][CH2:28][CH2:27]3)[CH2:23]2)=[CH:4][CH:3]=1.